This data is from Catalyst prediction with 721,799 reactions and 888 catalyst types from USPTO. The task is: Predict which catalyst facilitates the given reaction. (1) Reactant: [C:1]([O:5][C:6]([NH:8][C@@H:9]([CH2:14][C:15]([O:17][CH3:18])=[O:16])[C:10]([O:12][CH3:13])=[O:11])=[O:7])([CH3:4])([CH3:3])[CH3:2].[C:19](O[C:19]([O:21][C:22]([CH3:25])([CH3:24])[CH3:23])=[O:20])([O:21][C:22]([CH3:25])([CH3:24])[CH3:23])=[O:20]. Product: [C:1]([O:5][C:6]([N:8]([C:19]([O:21][C:22]([CH3:25])([CH3:24])[CH3:23])=[O:20])[C@@H:9]([CH2:14][C:15]([O:17][CH3:18])=[O:16])[C:10]([O:12][CH3:13])=[O:11])=[O:7])([CH3:4])([CH3:3])[CH3:2]. The catalyst class is: 599. (2) Reactant: C([O:3][C:4](=O)[CH:5]([C:26]1[CH:31]=[CH:30][N:29]=[CH:28][CH:27]=1)[CH2:6][C:7]1[CH:12]=[CH:11][CH:10]=[C:9]([C:13]2[CH:14]=[C:15]([CH:23]([CH3:25])[CH3:24])[CH:16]=[C:17]3[C:22]=2[N:21]=[CH:20][CH:19]=[CH:18]3)[CH:8]=1)C.[H-].[H-].[H-].[H-].[Li+].[Al+3]. Product: [CH:23]([C:15]1[CH:16]=[C:17]2[C:22](=[C:13]([C:9]3[CH:8]=[C:7]([CH2:6][CH:5]([C:26]4[CH:31]=[CH:30][N:29]=[CH:28][CH:27]=4)[CH2:4][OH:3])[CH:12]=[CH:11][CH:10]=3)[CH:14]=1)[N:21]=[CH:20][CH:19]=[CH:18]2)([CH3:25])[CH3:24]. The catalyst class is: 1. (3) Reactant: N(C(OC(C)C)=O)=NC(OC(C)C)=O.[OH:15][C:16]1[CH:17]=[C:18]([C:22]2([C:39]3[CH:44]=[CH:43][N:42]=[CH:41][CH:40]=3)[C:30]3[C:25](=[N:26][CH:27]=[CH:28][CH:29]=3)[C:24]([NH:31]C(=O)OC(C)(C)C)=[N:23]2)[CH:19]=[CH:20][CH:21]=1.C1(P(C2C=CC=CC=2)C2C=CC=CC=2)C=CC=CC=1.[CH3:64][CH:65]([CH3:68])[CH2:66]O.Cl.O. Product: [CH2:64]([O:15][C:16]1[CH:17]=[C:18]([C:22]2([C:39]3[CH:44]=[CH:43][N:42]=[CH:41][CH:40]=3)[C:30]3[C:25](=[N:26][CH:27]=[CH:28][CH:29]=3)[C:24]([NH2:31])=[N:23]2)[CH:19]=[CH:20][CH:21]=1)[CH:65]([CH3:68])[CH3:66]. The catalyst class is: 49.